Dataset: Full USPTO retrosynthesis dataset with 1.9M reactions from patents (1976-2016). Task: Predict the reactants needed to synthesize the given product. (1) Given the product [NH2:1][C:2]1([C:15]([NH:16][CH2:17][CH2:18][CH2:19][N:20]2[C:28]3[C:23](=[CH:24][C:25]([CH2:29][N:30]4[CH2:31][CH2:32][N:33]([CH2:36][C:37]5[C:38]([Cl:44])=[CH:39][CH:40]=[CH:41][C:42]=5[Cl:43])[CH2:34][CH2:35]4)=[CH:26][CH:27]=3)[C:22]([C:45]3[CH:46]=[CH:47][C:48]([O:51][C:52]([F:53])([F:55])[F:54])=[CH:49][CH:50]=3)=[CH:21]2)=[O:56])[CH2:3][CH2:4][NH:5][CH2:6][CH2:7]1, predict the reactants needed to synthesize it. The reactants are: [NH2:1][C:2]1([C:15](=[O:56])[NH:16][CH2:17][CH2:18][CH2:19][N:20]2[C:28]3[C:23](=[CH:24][C:25]([CH2:29][N:30]4[CH2:35][CH2:34][N:33]([CH2:36][C:37]5[C:42]([Cl:43])=[CH:41][CH:40]=[CH:39][C:38]=5[Cl:44])[CH2:32][CH2:31]4)=[CH:26][CH:27]=3)[C:22]([C:45]3[CH:50]=[CH:49][C:48]([O:51][C:52]([F:55])([F:54])[F:53])=[CH:47][CH:46]=3)=[CH:21]2)[CH2:7][CH2:6][N:5](C(OC(C)(C)C)=O)[CH2:4][CH2:3]1. (2) Given the product [CH3:1][O:2][C:3](=[O:12])[C:4]1[CH:9]=[CH:8][C:7]([Cl:10])=[C:6]([B:13]2[O:17][C:16]([CH3:19])([CH3:18])[C:15]([CH3:21])([CH3:20])[O:14]2)[CH:5]=1, predict the reactants needed to synthesize it. The reactants are: [CH3:1][O:2][C:3](=[O:12])[C:4]1[CH:9]=[CH:8][C:7]([Cl:10])=[C:6](Br)[CH:5]=1.[B:13]1([B:13]2[O:17][C:16]([CH3:19])([CH3:18])[C:15]([CH3:21])([CH3:20])[O:14]2)[O:17][C:16]([CH3:19])([CH3:18])[C:15]([CH3:21])([CH3:20])[O:14]1.CC([O-])=O.[K+]. (3) Given the product [CH3:20][O:21][C:22]1[CH:27]=[CH:26][CH:25]=[CH:24][C:23]=1[N:28]1[CH2:33][CH2:32][N:31]([CH2:2][CH2:3][CH2:4][CH2:5][N:6]2[CH:15]=[C:14]3[C:8]([C:9](=[O:19])[CH2:10][CH2:11][N:12]([CH3:18])[S:13]3(=[O:17])=[O:16])=[CH:7]2)[CH2:30][CH2:29]1, predict the reactants needed to synthesize it. The reactants are: Cl[CH2:2][CH2:3][CH2:4][CH2:5][N:6]1[CH:15]=[C:14]2[C:8]([C:9](=[O:19])[CH2:10][CH2:11][N:12]([CH3:18])[S:13]2(=[O:17])=[O:16])=[CH:7]1.[CH3:20][O:21][C:22]1[CH:27]=[CH:26][CH:25]=[CH:24][C:23]=1[N:28]1[CH2:33][CH2:32][NH:31][CH2:30][CH2:29]1.C(=O)([O-])[O-].[K+].[K+].[I-].[Na+]. (4) Given the product [Br:7][C:8]1[CH:9]=[CH:10][C:11]([N:14]2[CH2:18][CH2:17][C@@H:16]([NH:19][C:4](=[O:5])[CH2:3][O:2][CH3:1])[CH2:15]2)=[N:12][CH:13]=1, predict the reactants needed to synthesize it. The reactants are: [CH3:1][O:2][CH2:3][C:4](Cl)=[O:5].[Br:7][C:8]1[CH:9]=[CH:10][C:11]([N:14]2[CH2:18][CH2:17][C@@H:16]([NH2:19])[CH2:15]2)=[N:12][CH:13]=1.C(N(CC)CC)C. (5) Given the product [OH:11][C:8]1[CH:9]=[CH:10][C:5]([S:2]([CH3:1])(=[O:3])=[O:4])=[CH:6][C:7]=1[CH:12]=[O:13], predict the reactants needed to synthesize it. The reactants are: [CH3:1][S:2]([C:5]1[CH:10]=[CH:9][C:8]([OH:11])=[CH:7][CH:6]=1)(=[O:4])=[O:3].[C:12](O)(C(F)(F)F)=[O:13]. (6) Given the product [O:10]([C:17]1[C:18]([NH:33][C:34]2[S:35][CH:36]=[C:37]([CH2:39][CH:40]3[CH2:45][CH2:44][N:43]([C:1](=[O:3])[CH3:2])[CH2:42][CH2:41]3)[N:38]=2)=[N:19][CH:20]=[C:21]([S:23][C:24]2[CH:29]=[CH:28][N:27]=[C:26]3[CH:30]=[CH:31][S:32][C:25]=23)[CH:22]=1)[C:11]1[CH:16]=[CH:15][CH:14]=[CH:13][CH:12]=1, predict the reactants needed to synthesize it. The reactants are: [C:1](OC(=O)C)(=[O:3])[CH3:2].Cl.Cl.[O:10]([C:17]1[C:18]([NH:33][C:34]2[S:35][CH:36]=[C:37]([CH2:39][CH:40]3[CH2:45][CH2:44][NH:43][CH2:42][CH2:41]3)[N:38]=2)=[N:19][CH:20]=[C:21]([S:23][C:24]2[CH:29]=[CH:28][N:27]=[C:26]3[CH:30]=[CH:31][S:32][C:25]=23)[CH:22]=1)[C:11]1[CH:16]=[CH:15][CH:14]=[CH:13][CH:12]=1.C(N(CC)CC)C.